This data is from Reaction yield outcomes from USPTO patents with 853,638 reactions. The task is: Predict the reaction yield, written as a fraction of the theoretical maximum amount of product (1.0 means a 100% yield; for example, 0.34 means a 34% yield). The reactants are [Li+].[BH4-].C([O:5][C:6](=O)[CH2:7][C:8]1[N:17]=[C:16]2[C:11]([CH:12]([CH3:25])[CH2:13][CH2:14][N:15]2[C:18]([O:20][C:21]([CH3:24])([CH3:23])[CH3:22])=[O:19])=[CH:10][CH:9]=1)C. The catalyst is C1COCC1. The product is [OH:5][CH2:6][CH2:7][C:8]1[N:17]=[C:16]2[C:11]([CH:12]([CH3:25])[CH2:13][CH2:14][N:15]2[C:18]([O:20][C:21]([CH3:24])([CH3:23])[CH3:22])=[O:19])=[CH:10][CH:9]=1. The yield is 0.760.